From a dataset of Full USPTO retrosynthesis dataset with 1.9M reactions from patents (1976-2016). Predict the reactants needed to synthesize the given product. (1) Given the product [N:1]1[CH:6]=[CH:5][CH:4]=[C:3]([C:7]([C:8](=[O:13])[CH2:9][CH2:10][CH2:11][CH3:12])=[CH2:14])[CH:2]=1, predict the reactants needed to synthesize it. The reactants are: [N:1]1[CH:6]=[CH:5][CH:4]=[C:3]([CH2:7][C:8](=[O:13])[CH2:9][CH2:10][CH2:11][CH3:12])[CH:2]=1.[CH3:14]N(CN(C)C)C.C(OC(=O)C)(=O)C. (2) Given the product [Br:1][C:2]1[C:3]([CH2:12][O:13][CH:14]2[CH:19]([C:20]3[CH:21]=[CH:22][C:23]([O:26][CH2:27][CH2:28][CH2:29][O:30][CH2:31][C:32]4[CH:37]=[CH:36][CH:35]=[CH:34][C:33]=4[O:38][CH3:39])=[CH:24][CH:25]=3)[CH2:18][CH2:17][N:16]([C:40]([O:42][CH2:43][C:44]3[CH:45]=[CH:46][CH:47]=[CH:48][CH:49]=3)=[O:41])[CH2:15]2)=[CH:4][CH:5]=[C:6]2[C:10]=1[N:9]([CH2:53][CH2:54][CH2:55][O:56][CH3:57])[CH:8]=[C:7]2[CH3:11], predict the reactants needed to synthesize it. The reactants are: [Br:1][C:2]1[C:3]([CH2:12][O:13][CH:14]2[CH:19]([C:20]3[CH:25]=[CH:24][C:23]([O:26][CH2:27][CH2:28][CH2:29][O:30][CH2:31][C:32]4[CH:37]=[CH:36][CH:35]=[CH:34][C:33]=4[O:38][CH3:39])=[CH:22][CH:21]=3)[CH2:18][CH2:17][N:16]([C:40]([O:42][CH2:43][C:44]3[CH:49]=[CH:48][CH:47]=[CH:46][CH:45]=3)=[O:41])[CH2:15]2)=[CH:4][CH:5]=[C:6]2[C:10]=1[NH:9][CH:8]=[C:7]2[CH3:11].[H-].[Na+].Cl[CH2:53][CH2:54][CH2:55][O:56][CH3:57].C(=O)([O-])O.[Na+]. (3) Given the product [CH2:31]([O:33][C:34]1[CH:35]=[C:36]([CH:39]=[CH:40][C:41]=1[CH3:42])[CH2:37][N:3]1[CH2:4][CH2:5][CH:6]([NH:9][C:10]2[CH:17]=[CH:16][C:13]([C:14]#[N:15])=[CH:12][N:11]=2)[CH2:7][CH2:8]1)[CH3:32], predict the reactants needed to synthesize it. The reactants are: Cl.Cl.[NH:3]1[CH2:8][CH2:7][CH:6]([NH:9][C:10]2[CH:17]=[CH:16][C:13]([C:14]#[N:15])=[CH:12][N:11]=2)[CH2:5][CH2:4]1.C(O)(=O)C.C(N(C(C)C)C(C)C)C.[CH2:31]([O:33][C:34]1[CH:35]=[C:36]([CH:39]=[CH:40][C:41]=1[CH3:42])[CH:37]=O)[CH3:32].C([BH3-])#N.[Na+]. (4) Given the product [CH2:29]([O:31][C:39]([NH:55][CH:23]1[CH2:24][CH2:25][N:20]([CH2:19][C:17]2[CH:16]=[CH:15][N:14]=[C:13]([C:5]3[CH:4]=[C:3]([O:2][CH3:1])[C:8]([O:9][CH3:10])=[C:7]([O:11][CH3:12])[CH:6]=3)[CH:18]=2)[CH2:21][CH2:22]1)=[O:44])[CH3:30], predict the reactants needed to synthesize it. The reactants are: [CH3:1][O:2][C:3]1[CH:4]=[C:5]([C:13]2[CH:18]=[C:17]([CH2:19][N:20]3[CH2:25][CH2:24][CH:23](C(N)=O)[CH2:22][CH2:21]3)[CH:16]=[CH:15][N:14]=2)[CH:6]=[C:7]([O:11][CH3:12])[C:8]=1[O:9][CH3:10].[CH2:29]([OH:31])[CH3:30].FC(F)(F)C(OI(C1C=CC=CC=1)O[C:39](=[O:44])C(F)(F)F)=O.C(#[N:55])C. (5) Given the product [Cl:34][C:35]1[C:36]2[C:46]([F:47])=[CH:45][CH:44]=[C:43]([F:48])[C:37]=2[S:38][C:39]=1[C:40]([N:18]([CH2:17][C:11]1[CH:10]=[C:9]([C:5]2[CH:6]=[CH:7][CH:8]=[C:3]([C:1]#[N:2])[CH:4]=2)[CH:14]=[CH:13][C:12]=1[O:15][CH3:16])[CH:19]1[CH2:24][CH2:23][CH:22]([N:25]([CH3:33])[C:26](=[O:32])[O:27][C:28]([CH3:30])([CH3:29])[CH3:31])[CH2:21][CH2:20]1)=[O:41], predict the reactants needed to synthesize it. The reactants are: [C:1]([C:3]1[CH:4]=[C:5]([C:9]2[CH:14]=[CH:13][C:12]([O:15][CH3:16])=[C:11]([CH2:17][NH:18][CH:19]3[CH2:24][CH2:23][CH:22]([N:25]([CH3:33])[C:26](=[O:32])[O:27][C:28]([CH3:31])([CH3:30])[CH3:29])[CH2:21][CH2:20]3)[CH:10]=2)[CH:6]=[CH:7][CH:8]=1)#[N:2].[Cl:34][C:35]1[C:36]2[C:46]([F:47])=[CH:45][CH:44]=[C:43]([F:48])[C:37]=2[S:38][C:39]=1[C:40](Cl)=[O:41]. (6) Given the product [F:35][C:36]1[C:37]([C:26]2[CH:25]=[C:24]([N:29]3[CH2:30][CH2:31][O:32][CH2:33][CH2:34]3)[N:23]=[C:22]([NH:21][C:15]3[CH:16]=[C:17]4[C:18]([CH2:19][CH2:20][NH:11][CH2:12]4)=[CH:13][CH:14]=3)[N:27]=2)=[C:38]2[C:42](=[CH:43][CH:44]=1)[NH:41][CH:40]=[CH:39]2, predict the reactants needed to synthesize it. The reactants are: C(OC([N:11]1[CH2:20][CH2:19][C:18]2[C:13](=[CH:14][C:15]([NH:21][C:22]3[N:27]=[C:26](Cl)[CH:25]=[C:24]([N:29]4[CH2:34][CH2:33][O:32][CH2:31][CH2:30]4)[N:23]=3)=[CH:16][CH:17]=2)[CH2:12]1)=O)C1C=CC=CC=1.[F:35][C:36]1[C:37](B2OC(C)(C)C(C)(C)O2)=[C:38]2[C:42](=[CH:43][CH:44]=1)[NH:41][CH:40]=[CH:39]2. (7) Given the product [Br:1][C:2]1[CH:3]=[C:4]([NH:8][C:9](=[O:11])[CH3:10])[CH:5]=[CH:6][C:7]=1[N+:16]([O-:18])=[O:17], predict the reactants needed to synthesize it. The reactants are: [Br:1][C:2]1[CH:3]=[C:4]([NH:8][C:9](=[O:11])[CH3:10])[CH:5]=[CH:6][CH:7]=1.CC(O)=O.[N+:16]([O-])([O-:18])=[O:17].[K+]. (8) Given the product [Cl:14][C:15]1[CH:20]=[CH:19][CH:18]=[CH:17][C:16]=1[S:21][C:2]1[C:9]([C:10]#[N:11])=[C:8]([OH:12])[C:7]([OH:13])=[CH:6][C:3]=1[C:4]#[N:5], predict the reactants needed to synthesize it. The reactants are: Br[C:2]1[C:9]([C:10]#[N:11])=[C:8]([OH:12])[C:7]([OH:13])=[CH:6][C:3]=1[C:4]#[N:5].[Cl:14][C:15]1[CH:20]=[CH:19][CH:18]=[CH:17][C:16]=1[SH:21].C(Cl)Cl. (9) Given the product [C:1](/[C:3](=[C:17](\[C:19]1[CH:20]=[CH:21][C:22]([OH:25])=[CH:23][CH:24]=1)/[CH3:18])/[C:4]([NH:6][CH2:7][CH2:8][CH2:9][CH2:10][CH2:11][CH2:12][CH2:13][CH2:14][CH2:15][CH3:16])=[O:5])#[N:2], predict the reactants needed to synthesize it. The reactants are: [C:1](/[C:3](=[C:17](\[C:19]1[CH:24]=[CH:23][C:22]([O:25]COC)=[CH:21][CH:20]=1)/[CH3:18])/[C:4]([NH:6][CH2:7][CH2:8][CH2:9][CH2:10][CH2:11][CH2:12][CH2:13][CH2:14][CH2:15][CH3:16])=[O:5])#[N:2].Cl.C(=O)([O-])O.[Na+].